From a dataset of Forward reaction prediction with 1.9M reactions from USPTO patents (1976-2016). Predict the product of the given reaction. Given the reactants [F:1][C:2]1[C:3]([NH:18][CH:19]([C:23]([CH3:26])([CH3:25])[CH3:24])[CH2:20][C:21]#[N:22])=[N:4][C:5]([C:8]2[C:16]3[C:11](=[N:12][CH:13]=[C:14]([F:17])[CH:15]=3)[NH:10][CH:9]=2)=[N:6][CH:7]=1.[N:27]([Sn](CCCC)(CCCC)CCCC)=[N+:28]=[N-:29], predict the reaction product. The product is: [CH3:24][C:23]([CH3:26])([CH3:25])[CH:19]([NH:18][C:3]1[C:2]([F:1])=[CH:7][N:6]=[C:5]([C:8]2[C:16]3[C:11](=[N:12][CH:13]=[C:14]([F:17])[CH:15]=3)[NH:10][CH:9]=2)[N:4]=1)[CH2:20][C:21]1[N:27]=[N:28][NH:29][N:22]=1.